This data is from Reaction yield outcomes from USPTO patents with 853,638 reactions. The task is: Predict the reaction yield, written as a fraction of the theoretical maximum amount of product (1.0 means a 100% yield; for example, 0.34 means a 34% yield). (1) The yield is 0.340. The product is [O:1]1[CH2:6][CH2:5][N:4]([C:7]2[CH:12]=[CH:11][C:10]([C:13]3[NH:17][C:16]4[CH:18]=[CH:19][CH:20]=[C:21]([C:22]([NH:44][C:39]5[CH:38]=[N:43][CH:42]=[CH:41][CH:40]=5)=[O:23])[C:15]=4[N:14]=3)=[C:9]([C:25]([F:27])([F:26])[F:28])[CH:8]=2)[CH2:3][CH2:2]1. The reactants are [O:1]1[CH2:6][CH2:5][N:4]([C:7]2[CH:12]=[CH:11][C:10]([C:13]3[NH:17][C:16]4[CH:18]=[CH:19][CH:20]=[C:21]([C:22](O)=[O:23])[C:15]=4[N:14]=3)=[C:9]([C:25]([F:28])([F:27])[F:26])[CH:8]=2)[CH2:3][CH2:2]1.CN(C(ON1N=[N:44][C:39]2[CH:40]=[CH:41][CH:42]=[N:43][C:38]1=2)=[N+](C)C)C.F[P-](F)(F)(F)(F)F.CCN(C(C)C)C(C)C.NC1C=NC=CC=1. The catalyst is CN(C=O)C.O. (2) The reactants are Cl[CH2:2][C:3]([NH:5][C@@H:6]1[CH2:11][O:10][C:9]2=[N:12][C:13]([N+:15]([O-:17])=[O:16])=[CH:14][N:8]2[CH2:7]1)=[O:4].[Cl:18][C:19]1[CH:20]=[C:21]([CH:29]=[CH:30][C:31]=1[O:32][C:33]([F:36])([F:35])[F:34])[O:22][CH:23]1[CH2:28][CH2:27][NH:26][CH2:25][CH2:24]1. No catalyst specified. The product is [Cl:18][C:19]1[CH:20]=[C:21]([CH:29]=[CH:30][C:31]=1[O:32][C:33]([F:36])([F:34])[F:35])[O:22][CH:23]1[CH2:28][CH2:27][N:26]([CH2:2][C:3]([NH:5][C@@H:6]2[CH2:11][O:10][C:9]3=[N:12][C:13]([N+:15]([O-:17])=[O:16])=[CH:14][N:8]3[CH2:7]2)=[O:4])[CH2:25][CH2:24]1. The yield is 0.380. (3) The reactants are [C:1]([O:5][C:6]([N:8]1[CH2:13][CH2:12][CH2:11][C@@H:10]([C:14]([NH:16][NH:17][C:18]([C@H:20]2[CH2:26][CH2:25][C@@H:24]3[CH2:27][N:21]2[C:22](=[O:35])[N:23]3[O:28][CH2:29][C:30]([O:32]CC)=[O:31])=[O:19])=[O:15])[CH2:9]1)=[O:7])([CH3:4])([CH3:3])[CH3:2].[OH-].[Li+].S([O-])(O)(=O)=O.[K+].C(OCC)(=O)C. The catalyst is O1CCCC1.O. The product is [C:1]([O:5][C:6]([N:8]1[CH2:13][CH2:12][CH2:11][C@@H:10]([C:14]([NH:16][NH:17][C:18]([C@H:20]2[CH2:26][CH2:25][C@@H:24]3[CH2:27][N:21]2[C:22](=[O:35])[N:23]3[O:28][CH2:29][C:30]([OH:32])=[O:31])=[O:19])=[O:15])[CH2:9]1)=[O:7])([CH3:4])([CH3:2])[CH3:3]. The yield is 0.270. (4) The reactants are [N+:1]([O-:4])(O)=[O:2].[Br:5][C:6]1[CH:11]=[CH:10][C:9]([Br:12])=[CH:8][CH:7]=1. The catalyst is S(=O)(=O)(O)O. The product is [Br:5][C:6]1[CH:11]=[CH:10][C:9]([Br:12])=[CH:8][C:7]=1[N+:1]([O-:4])=[O:2]. The yield is 0.680.